Dataset: Peptide-MHC class I binding affinity with 185,985 pairs from IEDB/IMGT. Task: Regression. Given a peptide amino acid sequence and an MHC pseudo amino acid sequence, predict their binding affinity value. This is MHC class I binding data. (1) The peptide sequence is YYHDYFNLI. The MHC is HLA-C07:01 with pseudo-sequence HLA-C07:01. The binding affinity (normalized) is 0.808. (2) The peptide sequence is APVESMALF. The MHC is HLA-A02:11 with pseudo-sequence HLA-A02:11. The binding affinity (normalized) is 0.0847. (3) The peptide sequence is INDRPKQAWCW. The MHC is Mamu-B52 with pseudo-sequence Mamu-B52. The binding affinity (normalized) is 0.403. (4) The peptide sequence is ATISYRIKL. The MHC is HLA-B08:01 with pseudo-sequence HLA-B08:01. The binding affinity (normalized) is 0.0847. (5) The peptide sequence is REQASYLYV. The MHC is HLA-A31:01 with pseudo-sequence HLA-A31:01. The binding affinity (normalized) is 0.0847. (6) The peptide sequence is LGRNKKPRL. The MHC is HLA-B08:01 with pseudo-sequence HLA-B08:01. The binding affinity (normalized) is 0.484. (7) The peptide sequence is MMCPFLFL. The MHC is H-2-Db with pseudo-sequence H-2-Db. The binding affinity (normalized) is 0.0593.